From a dataset of Full USPTO retrosynthesis dataset with 1.9M reactions from patents (1976-2016). Predict the reactants needed to synthesize the given product. (1) The reactants are: [Cl:1][C:2]1[C:10]([Cl:11])=[CH:9][CH:8]=[CH:7][C:3]=1[C:4]([OH:6])=O.[Cl:12][CH:13]1[CH2:18][CH2:17][N:16]([CH:19]([C:22]2[CH:23]=[N:24][C:25]([CH3:28])=[N:26][CH:27]=2)[CH2:20][NH2:21])[CH2:15][CH2:14]1. Given the product [Cl:1][C:2]1[C:10]([Cl:11])=[CH:9][CH:8]=[CH:7][C:3]=1[C:4]([NH:21][CH2:20][CH:19]([N:16]1[CH2:15][CH2:14][CH:13]([Cl:12])[CH2:18][CH2:17]1)[C:22]1[CH:23]=[N:24][C:25]([CH3:28])=[N:26][CH:27]=1)=[O:6], predict the reactants needed to synthesize it. (2) The reactants are: [Cl-].[Al+3].[Cl-].[Cl-].[Cl:5][C:6]1[S:10][C:9]([C:11]([O:13][CH3:14])=[O:12])=[CH:8][CH:7]=1.[Br:15]Br. Given the product [Br:15][C:7]1[CH:8]=[C:9]([C:11]([O:13][CH3:14])=[O:12])[S:10][C:6]=1[Cl:5], predict the reactants needed to synthesize it. (3) Given the product [C:36]([N:24]1[C:25]2[C:21](=[CH:20][C:19]([C:16]3[CH:17]=[C:18]4[C:10]([C:8]([C:7]5[C:2]([F:1])=[C:3]([NH:29][S:30]([CH2:33][CH2:34][CH3:35])(=[O:31])=[O:32])[CH:4]=[CH:5][C:6]=5[F:28])=[O:9])=[CH:11][NH:12][C:13]4=[N:14][CH:15]=3)=[CH:27][CH:26]=2)[CH:22]=[N:23]1)(=[O:38])[CH3:37], predict the reactants needed to synthesize it. The reactants are: [F:1][C:2]1[C:7]([C:8]([C:10]2[C:18]3[C:13](=[N:14][CH:15]=[C:16]([C:19]4[CH:20]=[C:21]5[C:25](=[CH:26][CH:27]=4)[NH:24][N:23]=[CH:22]5)[CH:17]=3)[NH:12][CH:11]=2)=[O:9])=[C:6]([F:28])[CH:5]=[CH:4][C:3]=1[NH:29][S:30]([CH2:33][CH2:34][CH3:35])(=[O:32])=[O:31].[C:36](OC(=O)C)(=[O:38])[CH3:37]. (4) Given the product [O:60]1[CH:61]=[CH:62][C:58]([C:46]2[C:47]([O:56][CH3:57])=[C:48]([C:43]([CH2:42][S:40]([C:34]3[CH:39]=[CH:38][CH:37]=[CH:36][CH:35]=3)(=[N:19][C:20](=[O:25])[C:21]([F:24])([F:23])[F:22])=[O:41])=[CH:44][CH:45]=2)[C:49]([O:51][C:52]([CH3:55])([CH3:54])[CH3:53])=[O:50])=[CH:59]1, predict the reactants needed to synthesize it. The reactants are: O1C=CC(C2C(OC)=C(C(CS(C3C=CC=CC=3)(=[N:19][C:20](=[O:25])[C:21]([F:24])([F:23])[F:22])=O)=CC=2)C(OC)=O)=C1.[C:34]1([S:40]([CH2:42][C:43]2[C:48]([C:49]([O:51][C:52]([CH3:55])([CH3:54])[CH3:53])=[O:50])=[C:47]([O:56][CH3:57])[C:46]([C:58]3[CH:62]=[CH:61][O:60][CH:59]=3)=[CH:45][CH:44]=2)=[O:41])[CH:39]=[CH:38][CH:37]=[CH:36][CH:35]=1. (5) Given the product [CH3:1][O:2][CH2:3][N:4]1[C:8]2[CH:9]=[CH:10][CH:11]=[CH:12][C:7]=2[N:6]=[C:5]1[CH:13]=[O:28], predict the reactants needed to synthesize it. The reactants are: [CH3:1][O:2][CH2:3][N:4]1[C:8]2[CH:9]=[CH:10][CH:11]=[CH:12][C:7]=2[N:6]=[C:5]1[CH:13]([OH:28])[CH:13]([C:5]1[N:4]([CH2:3][O:2][CH3:1])[C:8]2[CH:9]=[CH:10][CH:11]=[CH:12][C:7]=2[N:6]=1)[OH:28].C([O-])(O)=O.[Na+]. (6) Given the product [C:34]([O:38][C:39](=[O:47])[NH:40][CH:41]1[CH2:46][CH2:45][CH2:44][N:43]([C:19]2[S:20][C:16](=[CH:15][C:11]3[CH:10]=[C:9]4[C:14](=[CH:13][CH:12]=3)[N:6]([CH2:5][C:4]3[CH:24]=[CH:25][C:26]([C:28]([F:30])([F:31])[F:29])=[CH:27][C:3]=3[C:2]([F:1])([F:33])[F:32])[N:7]=[CH:8]4)[C:17](=[O:23])[N:18]=2)[CH2:42]1)([CH3:37])([CH3:35])[CH3:36].[NH2:40][C@H:41]1[CH2:46][CH2:45][CH2:44][N:43]([C:19]2[S:20][C:16](=[CH:15][C:11]3[CH:10]=[C:9]4[C:14](=[CH:13][CH:12]=3)[N:6]([CH2:5][C:4]3[CH:24]=[CH:25][C:26]([C:28]([F:29])([F:31])[F:30])=[CH:27][C:3]=3[C:2]([F:33])([F:32])[F:1])[N:7]=[CH:8]4)[C:17](=[O:23])[N:18]=2)[CH2:42]1, predict the reactants needed to synthesize it. The reactants are: [F:1][C:2]([F:33])([F:32])[C:3]1[CH:27]=[C:26]([C:28]([F:31])([F:30])[F:29])[CH:25]=[CH:24][C:4]=1[CH2:5][N:6]1[C:14]2[C:9](=[CH:10][C:11]([CH:15]=[C:16]3[S:20][C:19](SC)=[N:18][C:17]3=[O:23])=[CH:12][CH:13]=2)[CH:8]=[N:7]1.[C:34]([O:38][C:39](=[O:47])[NH:40][C@H:41]1[CH2:46][CH2:45][CH2:44][NH:43][CH2:42]1)([CH3:37])([CH3:36])[CH3:35]. (7) The reactants are: [CH3:1][NH:2][C:3]1[C:12]([N+:13]([O-])=O)=[C:11]2[C:6]([CH:7]=[CH:8][CH:9]=[N:10]2)=[CH:5][CH:4]=1.O.NN. Given the product [CH3:1][NH:2][C:3]1[C:12]([NH2:13])=[C:11]2[C:6]([CH:7]=[CH:8][CH:9]=[N:10]2)=[CH:5][CH:4]=1, predict the reactants needed to synthesize it. (8) Given the product [CH3:18][N:19]([CH3:37])[CH2:20][CH2:21][N:22]1[CH2:28][CH2:27][CH2:26][C@H:25]([NH:29][C:30]([N:7]2[CH2:6][CH2:5][C@@H:4]3[C@H:8]2[C:2](=[O:1])[N:3]3[S:9]([OH:12])(=[O:11])=[O:10])=[O:31])[CH2:24][CH2:23]1, predict the reactants needed to synthesize it. The reactants are: [O:1]=[C:2]1[C@@H:8]2[C@@H:4]([CH2:5][CH2:6][NH:7]2)[N:3]1[S:9]([OH:12])(=[O:11])=[O:10].C(=O)(O)[O-].[Na+].[CH3:18][N:19]([CH3:37])[CH2:20][CH2:21][N:22]1[CH2:28][CH2:27][CH2:26][C@H:25]([NH:29][C:30](=O)[O:31]C(C)(C)C)[CH2:24][CH2:23]1. (9) Given the product [Cl:1][C:2]1[C:11]2[N:10]([CH3:12])[O:9][C@H:8]3[NH:13][C@H:14]([C:16]([O:18][C@@H:19]4[C@:28]5([OH:29])[C@@H:23]([C@H:24]([CH:31]([CH3:34])[CH2:32][O:33][C:41]([N:43]6[CH:47]=[CH:46][N:45]=[CH:44]6)=[O:42])[CH2:25][CH2:26][C@H:27]5[CH3:30])[CH:22]=[C:21]([CH3:35])[C@H:20]4[O:36][C:37](=[O:39])[CH3:38])=[O:17])[CH2:15][C@@:7]3([OH:40])[C:6]=2[CH:5]=[CH:4][CH:3]=1, predict the reactants needed to synthesize it. The reactants are: [Cl:1][C:2]1[C:11]2[N:10]([CH3:12])[O:9][C@H:8]3[NH:13][C@H:14]([C:16]([O:18][C@@H:19]4[C@:28]5([OH:29])[C@@H:23]([C@H:24]([CH:31]([CH3:34])[CH2:32][OH:33])[CH2:25][CH2:26][C@H:27]5[CH3:30])[CH:22]=[C:21]([CH3:35])[C@H:20]4[O:36][C:37](=[O:39])[CH3:38])=[O:17])[CH2:15][C@@:7]3([OH:40])[C:6]=2[CH:5]=[CH:4][CH:3]=1.[C:41](N1C=CN=C1)([N:43]1[CH:47]=[CH:46][N:45]=[CH:44]1)=[O:42].